This data is from Aqueous solubility values for 9,982 compounds from the AqSolDB database. The task is: Regression/Classification. Given a drug SMILES string, predict its absorption, distribution, metabolism, or excretion properties. Task type varies by dataset: regression for continuous measurements (e.g., permeability, clearance, half-life) or binary classification for categorical outcomes (e.g., BBB penetration, CYP inhibition). For this dataset (solubility_aqsoldb), we predict Y. (1) The molecule is C#CC=C. The Y is -1.46 log mol/L. (2) The Y is -6.23 log mol/L. The molecule is Clc1cc(Cl)c(Cl)c(-c2ccccc2Cl)c1. (3) The molecule is C=CC1CN2CCC1CC2C(O)c1ccnc2ccc(OC)cc12.O=S(=O)(O)O. The Y is -1.59 log mol/L. (4) The molecule is CC(=O)NC(N)=O. The Y is -0.900 log mol/L. (5) The Y is -2.71 log mol/L. The compound is CC(=O)c1ccc(NN=C(C#N)C#N)cc1.